From a dataset of CYP2C19 inhibition data for predicting drug metabolism from PubChem BioAssay. Regression/Classification. Given a drug SMILES string, predict its absorption, distribution, metabolism, or excretion properties. Task type varies by dataset: regression for continuous measurements (e.g., permeability, clearance, half-life) or binary classification for categorical outcomes (e.g., BBB penetration, CYP inhibition). Dataset: cyp2c19_veith. The compound is COc1cccc(-c2nc(NCc3cccs3)c3ccccc3n2)c1. The result is 1 (inhibitor).